Dataset: NCI-60 drug combinations with 297,098 pairs across 59 cell lines. Task: Regression. Given two drug SMILES strings and cell line genomic features, predict the synergy score measuring deviation from expected non-interaction effect. (1) Drug 1: CC(C1=C(C=CC(=C1Cl)F)Cl)OC2=C(N=CC(=C2)C3=CN(N=C3)C4CCNCC4)N. Drug 2: C1CN(CCN1C(=O)CCBr)C(=O)CCBr. Cell line: SK-MEL-28. Synergy scores: CSS=2.21, Synergy_ZIP=-0.372, Synergy_Bliss=-0.0130, Synergy_Loewe=-5.98, Synergy_HSA=-4.59. (2) Drug 1: C1=CC(=CC=C1C#N)C(C2=CC=C(C=C2)C#N)N3C=NC=N3. Drug 2: C1=NC2=C(N1)C(=S)N=CN2. Cell line: HCT-15. Synergy scores: CSS=34.0, Synergy_ZIP=-2.12, Synergy_Bliss=0.163, Synergy_Loewe=-2.80, Synergy_HSA=-0.00111. (3) Drug 1: C(CC(=O)O)C(=O)CN.Cl. Drug 2: C(CN)CNCCSP(=O)(O)O. Cell line: HCT-15. Synergy scores: CSS=-5.46, Synergy_ZIP=-1.19, Synergy_Bliss=-4.90, Synergy_Loewe=-17.7, Synergy_HSA=-11.7.